Task: Predict the reaction yield, written as a fraction of the theoretical maximum amount of product (1.0 means a 100% yield; for example, 0.34 means a 34% yield).. Dataset: Reaction yield outcomes from USPTO patents with 853,638 reactions (1) The reactants are [F:1][C:2]1[C:3]([O:49]COCC[Si](C)(C)C)=[CH:4][C:5]([CH2:44][C:45]([F:48])([F:47])[F:46])=[C:6]([C:8]2[N:13]=[C:12]([NH:14][CH2:15][C:16]3[CH:21]=[C:20]([O:22]C)[CH:19]=[CH:18][C:17]=3[N:24]([CH3:29])[S:25]([CH3:28])(=[O:27])=[O:26])[C:11]3[C:30]([C:41](O)=[O:42])=[N:31][N:32](COCC[Si](C)(C)C)[C:10]=3[CH:9]=2)[CH:7]=1.B(Br)(Br)Br.[NH2:62][C:63]1[CH:64]=[CH:65][C:66]([NH:69][CH2:70][CH2:71][OH:72])=[N:67][CH:68]=1.CCN(C(C)C)C(C)C.CN(C(ON1N=NC2C=CC=NC1=2)=[N+](C)C)C.F[P-](F)(F)(F)(F)F. The catalyst is C(Cl)Cl. The product is [F:1][C:2]1[C:3]([OH:49])=[CH:4][C:5]([CH2:44][C:45]([F:47])([F:46])[F:48])=[C:6]([C:8]2[N:13]=[C:12]([NH:14][CH2:15][C:16]3[CH:21]=[C:20]([OH:22])[CH:19]=[CH:18][C:17]=3[N:24]([CH3:29])[S:25]([CH3:28])(=[O:27])=[O:26])[C:11]3[C:30]([C:41]([NH:62][C:63]4[CH:68]=[N:67][C:66]([NH:69][CH2:70][CH2:71][OH:72])=[CH:65][CH:64]=4)=[O:42])=[N:31][NH:32][C:10]=3[CH:9]=2)[CH:7]=1. The yield is 0.130. (2) The reactants are Cl[C:2]1[N:7]=[C:6]([S:8][CH2:9][CH3:10])[C:5]([C:11]([NH:13][CH2:14][C:15]2[CH:20]=[CH:19][CH:18]=[C:17]([F:21])[CH:16]=2)=[O:12])=[C:4]([CH3:22])[CH:3]=1.[Na+].[I-].ClC([SiH3])(Cl)Cl.[OH-].[Na+].C([O-])([O-])=O.[Cs+].[Cs+].N1C=CC=CC=1C(O)=O.[NH:47]1[CH2:52][CH2:51][O:50][CH2:49][C:48]1=[O:53]. The catalyst is C(#N)CC.[Cu]I.CCOC(C)=O. The product is [CH2:9]([S:8][C:6]1[C:5]([C:11]([NH:13][CH2:14][C:15]2[CH:20]=[CH:19][CH:18]=[C:17]([F:21])[CH:16]=2)=[O:12])=[C:4]([CH3:22])[CH:3]=[C:2]([N:47]2[CH2:52][CH2:51][O:50][CH2:49][C:48]2=[O:53])[N:7]=1)[CH3:10]. The yield is 0.0500.